Predict the reactants needed to synthesize the given product. From a dataset of Full USPTO retrosynthesis dataset with 1.9M reactions from patents (1976-2016). (1) Given the product [CH2:13]([N:15]1[CH2:20][CH2:19][N:18]([C:2]2[CH:11]=[C:10]([CH3:12])[C:9]3[C:4](=[CH:5][CH:6]=[CH:7][CH:8]=3)[N:3]=2)[CH2:17][CH2:16]1)[CH3:14], predict the reactants needed to synthesize it. The reactants are: Cl[C:2]1[CH:11]=[C:10]([CH3:12])[C:9]2[C:4](=[CH:5][CH:6]=[CH:7][CH:8]=2)[N:3]=1.[CH2:13]([N:15]1[CH2:20][CH2:19][NH:18][CH2:17][CH2:16]1)[CH3:14]. (2) Given the product [NH2:17][C:4]1[CH:3]=[C:2]([CH3:1])[CH:16]=[CH:15][C:5]=1[C:6]([NH:8][C:9]1[CH:14]=[CH:13][CH:12]=[CH:11][CH:10]=1)=[O:7], predict the reactants needed to synthesize it. The reactants are: [CH3:1][C:2]1[CH:16]=[CH:15][C:5]([C:6]([NH:8][C:9]2[CH:14]=[CH:13][CH:12]=[CH:11][CH:10]=2)=[O:7])=[C:4]([N+:17]([O-])=O)[CH:3]=1.[NH4+].[Cl-]. (3) Given the product [CH3:32][N:16]1[C:17]2[C:9]([S:8][C:5]3[CH:6]=[CH:7][C:2]([CH3:1])=[CH:3][CH:4]=3)=[CH:10][CH:11]=[CH:12][C:13]=2[C:14]2[CH2:21][N:20]([C:22]([O:24][C:25]([CH3:28])([CH3:27])[CH3:26])=[O:23])[CH2:19][CH2:18][C:15]1=2, predict the reactants needed to synthesize it. The reactants are: [CH3:1][C:2]1[CH:7]=[CH:6][C:5]([S:8][C:9]2[C:17]3[NH:16][C:15]4[CH2:18][CH2:19][N:20]([C:22]([O:24][C:25]([CH3:28])([CH3:27])[CH3:26])=[O:23])[CH2:21][C:14]=4[C:13]=3[CH:12]=[CH:11][CH:10]=2)=[CH:4][CH:3]=1.[OH-].[K+].I[CH3:32]. (4) Given the product [CH2:1]([C:3]1[NH:7][C:6]([C:8]([NH:10][C@H:11]2[CH2:16][CH2:15][N:14]([C:17]3[S:18][C:19]([C:23]([OH:25])=[O:24])=[C:20]([CH3:22])[N:21]=3)[CH2:13][C@H:12]2[O:28][CH3:29])=[O:9])=[N:5][C:4]=1[I:30])[CH3:2], predict the reactants needed to synthesize it. The reactants are: [CH2:1]([C:3]1[NH:7][C:6]([C:8]([NH:10][C@H:11]2[CH2:16][CH2:15][N:14]([C:17]3[S:18][C:19]([C:23]([O:25]CC)=[O:24])=[C:20]([CH3:22])[N:21]=3)[CH2:13][C@H:12]2[O:28][CH3:29])=[O:9])=[N:5][C:4]=1[I:30])[CH3:2].[OH-].[Li+]. (5) The reactants are: Br[C:2]1[CH:3]=[C:4]([F:11])[CH:5]=[C:6]2[C:10]=1[NH:9][CH:8]=[CH:7]2.C(Cl)Cl.[CH3:15][N:16](C=O)C. Given the product [F:11][C:4]1[CH:5]=[C:6]2[C:10](=[C:2]([C:15]#[N:16])[CH:3]=1)[NH:9][CH:8]=[CH:7]2, predict the reactants needed to synthesize it. (6) Given the product [CH3:11][O:10][C:7]1[CH:8]=[CH:9][C:4]([CH2:3][CH2:2][S:16][CH3:15])=[C:5]([N+:12]([O-:14])=[O:13])[CH:6]=1, predict the reactants needed to synthesize it. The reactants are: Br[CH2:2][CH2:3][C:4]1[CH:9]=[CH:8][C:7]([O:10][CH3:11])=[CH:6][C:5]=1[N+:12]([O-:14])=[O:13].[CH3:15][S-:16].[Na+]. (7) Given the product [Cl:1][C:2]1[CH:3]=[CH:4][C:5]([C:8]2[CH:9]=[C:10]([NH:20][C:21](=[O:28])[C:22]3[CH:27]=[CH:26][N:25]=[CH:24][CH:23]=3)[CH:11]=[N:12][C:13]=2[O:14][CH2:15][C:16]([F:17])([F:18])[F:19])=[CH:6][CH:7]=1, predict the reactants needed to synthesize it. The reactants are: [Cl:1][C:2]1[CH:7]=[CH:6][C:5]([C:8]2[CH:9]=[C:10]([NH2:20])[CH:11]=[N:12][C:13]=2[O:14][CH2:15][C:16]([F:19])([F:18])[F:17])=[CH:4][CH:3]=1.[C:21](O)(=[O:28])[C:22]1[CH:27]=[CH:26][N:25]=[CH:24][CH:23]=1.